Dataset: Full USPTO retrosynthesis dataset with 1.9M reactions from patents (1976-2016). Task: Predict the reactants needed to synthesize the given product. (1) Given the product [CH:6]1([CH2:5][CH:4]([C:12]2[CH:17]=[CH:16][C:15]([S:18]([CH3:21])(=[O:20])=[O:19])=[CH:14][CH:13]=2)[C:3]([OH:22])=[O:2])[CH2:11][CH2:10][CH2:9][CH2:8][CH2:7]1, predict the reactants needed to synthesize it. The reactants are: C[O:2][C:3](=[O:22])[CH:4]([C:12]1[CH:17]=[CH:16][C:15]([S:18]([CH3:21])(=[O:20])=[O:19])=[CH:14][CH:13]=1)[CH2:5][CH:6]1[CH2:11][CH2:10][CH2:9][CH2:8][CH2:7]1.[OH-].[Na+]. (2) Given the product [ClH:1].[CH3:2][N:3]1[CH:7]=[CH:6][N:5]=[C:4]1[CH2:8][CH2:9][C:10]([N:12]1[CH2:13][CH2:14][CH:15]([NH:18][C:19](=[O:21])[CH3:20])[CH2:16][CH2:17]1)=[O:11], predict the reactants needed to synthesize it. The reactants are: [ClH:1].[CH3:2][N:3]1[CH:7]=[CH:6][N:5]=[C:4]1[CH2:8][CH2:9][C:10]([N:12]1[CH2:17][CH2:16][CH:15]([NH:18][C:19](=[O:21])[CH3:20])[CH2:14][CH2:13]1)=[O:11]. (3) Given the product [CH3:1][O:2][CH2:3][C@H:4]1[N:8]([C:9]([O:11][CH2:12][C:13]2[CH:14]=[CH:15][CH:16]=[CH:17][CH:18]=2)=[O:10])[CH2:7][C@@H:6]([C:29]#[N:30])[CH2:5]1, predict the reactants needed to synthesize it. The reactants are: [CH3:1][O:2][CH2:3][C@@H:4]1[N:8]([C:9]([O:11][CH2:12][C:13]2[CH:18]=[CH:17][CH:16]=[CH:15][CH:14]=2)=[O:10])[CH2:7][C@@H:6](S(C2C=CC(C)=CC=2)(=O)=O)[CH2:5]1.[C-:29]#[N:30].[Na+]. (4) Given the product [CH3:37][O:36][C:21]1[CH:22]=[C:23]([CH:34]=[CH:35][C:20]=1[NH:19][C:2]1[N:12]=[C:11]2[C:5](=[CH:4][N:3]=1)[NH:6][C:7](=[O:18])[CH2:8][CH2:9][N:10]2[CH:13]([CH3:17])[CH2:14][O:15][CH3:16])[C:24]([NH:26][CH:27]1[CH2:32][CH2:31][N:30]([CH3:33])[CH2:29][CH2:28]1)=[O:25], predict the reactants needed to synthesize it. The reactants are: Cl[C:2]1[N:12]=[C:11]2[C:5]([NH:6][C:7](=[O:18])[CH2:8][CH2:9][N:10]2[CH:13]([CH3:17])[CH2:14][O:15][CH3:16])=[CH:4][N:3]=1.[NH2:19][C:20]1[CH:35]=[CH:34][C:23]([C:24]([NH:26][CH:27]2[CH2:32][CH2:31][N:30]([CH3:33])[CH2:29][CH2:28]2)=[O:25])=[CH:22][C:21]=1[O:36][CH3:37].O.C1(C)C=CC(S(O)(=O)=O)=CC=1. (5) Given the product [CH3:20][C:17]1[C:16]2[C:10]3[CH:9]=[CH:8][C:7]([C:5]4[O:6][N:3]=[C:1]([CH3:2])[N:4]=4)=[CH:30][C:11]=3[C:12](=[O:29])[NH:13][C@@H:14]([CH2:21][C:22]([O:24][C:25]([CH3:26])([CH3:28])[CH3:27])=[O:23])[C:15]=2[O:19][N:18]=1, predict the reactants needed to synthesize it. The reactants are: [C:1]([NH:4][C:5]([C:7]1[CH:8]=[CH:9][C:10]2[C:16]3[C:17]([CH3:20])=[N:18][O:19][C:15]=3[C@H:14]([CH2:21][C:22]([O:24][C:25]([CH3:28])([CH3:27])[CH3:26])=[O:23])[NH:13][C:12](=[O:29])[C:11]=2[CH:30]=1)=[O:6])(=[NH:3])[CH3:2].CCCC[N+](CCCC)(CCCC)CCCC.[F-].